This data is from Forward reaction prediction with 1.9M reactions from USPTO patents (1976-2016). The task is: Predict the product of the given reaction. (1) Given the reactants [CH3:1][O:2][C:3]1[CH:8]=[CH:7][C:6]([CH2:9][C:10]([O:12][CH2:13][CH3:14])=[O:11])=[CH:5][CH:4]=1.[C:15](OCC)(=[O:17])[CH3:16], predict the reaction product. The product is: [CH3:1][O:2][C:3]1[CH:4]=[CH:5][C:6]([CH:9]([C:15](=[O:17])[CH3:16])[C:10]([O:12][CH2:13][CH3:14])=[O:11])=[CH:7][CH:8]=1. (2) Given the reactants Br[C:2]1[N:7]=[C:6]([C:8]([OH:10])=[O:9])[CH:5]=[CH:4][C:3]=1[F:11].[F:12][C:13]1[CH:14]=[C:15](B(O)O)[CH:16]=[CH:17][C:18]=1[F:19], predict the reaction product. The product is: [F:12][C:13]1[CH:14]=[C:15]([C:2]2[N:7]=[C:6]([C:8]([OH:10])=[O:9])[CH:5]=[CH:4][C:3]=2[F:11])[CH:16]=[CH:17][C:18]=1[F:19]. (3) Given the reactants COCCO[AlH2-]OCCOC.[Na+].CN1CCNCC1.C[O:21][C:22](=O)[C:23]1[CH:28]=[CH:27][C:26]([CH:29]2[CH2:31][CH2:30]2)=[CH:25][C:24]=1[Cl:32].O, predict the reaction product. The product is: [Cl:32][C:24]1[CH:25]=[C:26]([CH:29]2[CH2:30][CH2:31]2)[CH:27]=[CH:28][C:23]=1[CH:22]=[O:21]. (4) Given the reactants [Cl:1][C:2]1[C:3]([CH3:12])=[C:4]([S:8](Cl)(=[O:10])=[O:9])[CH:5]=[CH:6][CH:7]=1.N1C=CC=CC=1.[NH2:19][C:20]1[CH:28]=[CH:27][C:23]2[S:24][CH:25]=[CH:26][C:22]=2[CH:21]=1.C([O-])(O)=O.[Na+], predict the reaction product. The product is: [S:24]1[CH:25]=[CH:26][C:22]2[CH:21]=[C:20]([NH:19][S:8]([C:4]3[CH:5]=[CH:6][CH:7]=[C:2]([Cl:1])[C:3]=3[CH3:12])(=[O:10])=[O:9])[CH:28]=[CH:27][C:23]1=2. (5) Given the reactants [CH3:1][O:2][C:3]1[CH:4]=[C:5]2[C:10](=[CH:11][CH:12]=1)[CH:9]=[C:8]([C@H:13]([CH3:17])[C:14]([OH:16])=[O:15])[CH:7]=[CH:6]2.O[CH2:19][P:20](=[O:27])([O:24][CH2:25][CH3:26])[O:21][CH2:22][CH3:23].Cl.CN(C)CCCN=C=NCC.Cl, predict the reaction product. The product is: [CH3:1][O:2][C:3]1[CH:4]=[C:5]2[C:10](=[CH:11][CH:12]=1)[CH:9]=[C:8]([C@H:13]([CH3:17])[C:14]([O:16][CH2:19][P:20]([O:24][CH2:25][CH3:26])([O:21][CH2:22][CH3:23])=[O:27])=[O:15])[CH:7]=[CH:6]2.